This data is from Full USPTO retrosynthesis dataset with 1.9M reactions from patents (1976-2016). The task is: Predict the reactants needed to synthesize the given product. (1) The reactants are: [N:1]1([C:7]2[CH:15]=[C:14]3[C:10]([CH2:11][C:12](=[O:16])[NH:13]3)=[CH:9][CH:8]=2)[CH2:6][CH2:5][O:4][CH2:3][CH2:2]1.[CH:17]([C:19]1[NH:20][C:21]2[CH2:22][CH2:23][CH2:24][CH2:25][C:26]=2[C:27]=1[CH2:28][CH2:29][C:30]([OH:32])=[O:31])=O.N1CCCCC1. Given the product [N:1]1([C:7]2[CH:15]=[C:14]3[C:10]([C:11](=[CH:17][C:19]4[NH:20][C:21]5[CH2:22][CH2:23][CH2:24][CH2:25][C:26]=5[C:27]=4[CH2:28][CH2:29][C:30]([OH:32])=[O:31])[C:12](=[O:16])[NH:13]3)=[CH:9][CH:8]=2)[CH2:6][CH2:5][O:4][CH2:3][CH2:2]1, predict the reactants needed to synthesize it. (2) Given the product [CH:1]1([C:7]([NH:11][NH2:12])=[O:9])[CH2:6][CH2:5][CH2:4][CH2:3][CH2:2]1, predict the reactants needed to synthesize it. The reactants are: [CH:1]1([C:7]([O:9]C)=O)[CH2:6][CH2:5][CH2:4][CH2:3][CH2:2]1.[NH2:11][NH2:12]. (3) Given the product [CH3:19][O:18][C:15]1[CH:16]=[CH:17][C:12](/[CH:4]=[C:25](\[CH:28]([CH3:29])[CH3:27])/[C:24]([O:23][CH2:20][CH3:21])=[O:26])=[CH:13][CH:14]=1, predict the reactants needed to synthesize it. The reactants are: C(C[C:4]([C:12]1[CH:17]=[CH:16][C:15]([O:18][CH3:19])=[CH:14][CH:13]=1)(C)C(C)(O)C([O-])=O)C.[C:20]([O:23][C:24](=[O:26])[CH3:25])(=O)[CH3:21].[CH3:27][C:28](C)([O-])[CH3:29].[K+].O. (4) The reactants are: [NH:1]1[C:9]2[C:4](=[N:5][C:6]([C:10](=[O:12])[CH3:11])=[CH:7][CH:8]=2)[CH:3]=[CH:2]1.[C:13](O[C:13]([O:15][C:16]([CH3:19])([CH3:18])[CH3:17])=[O:14])([O:15][C:16]([CH3:19])([CH3:18])[CH3:17])=[O:14]. Given the product [C:10]([C:6]1[N:5]=[C:4]2[CH:3]=[CH:2][N:1]([C:13]([O:15][C:16]([CH3:19])([CH3:18])[CH3:17])=[O:14])[C:9]2=[CH:8][CH:7]=1)(=[O:12])[CH3:11], predict the reactants needed to synthesize it. (5) Given the product [F:9][C:10]1[CH:11]=[C:12]2[C:16](=[CH:17][CH:18]=1)[NH:15][C:14](=[O:19])[C@:13]12[CH2:2][C@H:20]1[C:21]1[CH:29]=[C:28]2[C:24]([C:25]([I:38])=[N:26][N:27]2[CH2:30][O:31][CH2:32][CH2:33][Si:34]([CH3:37])([CH3:36])[CH3:35])=[CH:23][CH:22]=1, predict the reactants needed to synthesize it. The reactants are: [I-].[CH3:2][S+](C)(C)=O.[H-].[Na+].[F:9][C:10]1[CH:11]=[C:12]2[C:16](=[CH:17][CH:18]=1)[NH:15][C:14](=[O:19])/[C:13]/2=[CH:20]/[C:21]1[CH:29]=[C:28]2[C:24]([C:25]([I:38])=[N:26][N:27]2[CH2:30][O:31][CH2:32][CH2:33][Si:34]([CH3:37])([CH3:36])[CH3:35])=[CH:23][CH:22]=1.